Dataset: Reaction yield outcomes from USPTO patents with 853,638 reactions. Task: Predict the reaction yield, written as a fraction of the theoretical maximum amount of product (1.0 means a 100% yield; for example, 0.34 means a 34% yield). (1) The reactants are [C:1]([NH:5][C:6]1[C:7](/[CH:26]=[N:27]/O)=[N:8][C:9]2[C:14]([N:15]=1)=[C:13]([C:16]1[NH:24][C:23]3[CH2:22][CH2:21][NH:20][C:19](=[O:25])[C:18]=3[CH:17]=1)[CH:12]=[CH:11][CH:10]=2)([CH3:4])([CH3:3])[CH3:2].CCCP1(OP(CCC)(=O)OP(CCC)(=O)O1)=O. The catalyst is CN(C=O)C.C([O-])(O)=O.[Na+]. The product is [C:1]([NH:5][C:6]1[C:7]([C:26]#[N:27])=[N:8][C:9]2[C:14]([N:15]=1)=[C:13]([C:16]1[NH:24][C:23]3[CH2:22][CH2:21][NH:20][C:19](=[O:25])[C:18]=3[CH:17]=1)[CH:12]=[CH:11][CH:10]=2)([CH3:4])([CH3:2])[CH3:3]. The yield is 0.360. (2) The reactants are [CH3:1][N:2]1[C:6]([C:7]2[CH:8]=[C:9]([C:12]([O:14][CH3:15])=[O:13])[S:10][CH:11]=2)=[CH:5][CH:4]=[N:3]1.C1C(=O)N([I:23])C(=O)C1. The catalyst is C1COCC1. The product is [I:23][C:5]1[CH:4]=[N:3][N:2]([CH3:1])[C:6]=1[C:7]1[CH:8]=[C:9]([C:12]([O:14][CH3:15])=[O:13])[S:10][CH:11]=1. The yield is 0.430. (3) The reactants are [CH:1]1[C:13]2[CH:12]([CH2:14][O:15][C:16]([NH:18][C@@H:19]([CH2:27][C:28]3[CH:29]=[N:30][C:31](Br)=[CH:32][CH:33]=3)[C:20]([O:22][C:23]([CH3:26])([CH3:25])[CH3:24])=[O:21])=[O:17])[C:11]3[C:6](=[CH:7][CH:8]=[CH:9][CH:10]=3)[C:5]=2[CH:4]=[CH:3][CH:2]=1.[CH2:35]([C:37]1[CH:42]=[CH:41][CH:40]=[CH:39][C:38]=1B(O)O)[CH3:36].C(=O)([O-])[O-].[Na+].[Na+]. The catalyst is C(O)(C)C.C1(C)C=CC=CC=1. The product is [CH:1]1[C:13]2[CH:12]([CH2:14][O:15][C:16]([NH:18][C@@H:19]([CH2:27][C:28]3[CH:29]=[N:30][C:31]([C:38]4[CH:39]=[CH:40][CH:41]=[CH:42][C:37]=4[CH2:35][CH3:36])=[CH:32][CH:33]=3)[C:20]([O:22][C:23]([CH3:26])([CH3:25])[CH3:24])=[O:21])=[O:17])[C:11]3[C:6](=[CH:7][CH:8]=[CH:9][CH:10]=3)[C:5]=2[CH:4]=[CH:3][CH:2]=1. The yield is 0.770. (4) The product is [CH2:4]([O:3][C:1]([NH:2][C@H:36]([C:25]1[CH:24]=[CH:23][C:22]([O:21][CH3:20])=[CH:33][CH:32]=1)[C@H:35]([OH:12])[C:34]([O:15][CH2:16][CH3:19])=[O:37])=[O:11])[C:5]1[CH:6]=[CH:7][CH:8]=[CH:9][CH:10]=1. The catalyst is O.CC[C@@H]1[C@@H]2C[C@H]([C@@H](OC3C4C(=CC=CC=4)C(O[C@@H](C4C=CN=C5C=4C=C(OC)C=C5)[C@@H]4N5C[C@H](CC)[C@@H](CC5)C4)=NN=3)C3C=CN=C4C=3C=C(OC)C=C4)N(CC2)C1. The yield is 0.670. The reactants are [C:1](=[O:11])([O:3][CH2:4][C:5]1[CH:10]=[CH:9][CH:8]=[CH:7][CH:6]=1)[NH2:2].[OH-:12].[Na+].Cl[O:15][C:16]([CH3:19])(C)C.[CH3:20][O:21][C:22]1[CH:33]=[CH:32][C:25](C=CC(OC)=O)=[CH:24][CH:23]=1.[CH2:34]([OH:37])[CH2:35][CH3:36]. (5) The yield is 0.560. The reactants are [Cl:1][C:2]1[S:6][C:5]([C:7]([OH:9])=O)=[CH:4][C:3]=1[C:10]1[N:14]([CH3:15])[N:13]=[CH:12][C:11]=1[Cl:16].[NH2:17][C@@H:18]([CH2:31][C:32]1[CH:37]=[CH:36][CH:35]=[C:34]([C:38]([F:41])([F:40])[F:39])[CH:33]=1)[CH2:19][N:20]1[C:28](=[O:29])[C:27]2[C:22](=[CH:23][CH:24]=[CH:25][CH:26]=2)[C:21]1=[O:30].CC(OC(N[C@H](C(O)=O)CC1C=CC=CC=1C(F)(F)F)=O)(C)C.C1CN([P+](Br)(N2CCCC2)N2CCCC2)CC1.F[P-](F)(F)(F)(F)F.CCN(C(C)C)C(C)C. The catalyst is C(Cl)(Cl)Cl. The product is [Cl:1][C:2]1[S:6][C:5]([C:7]([NH:17][C@@H:18]([CH2:31][C:32]2[CH:37]=[CH:36][CH:35]=[C:34]([C:38]([F:41])([F:39])[F:40])[CH:33]=2)[CH2:19][N:20]2[C:21](=[O:30])[C:22]3[C:27](=[CH:26][CH:25]=[CH:24][CH:23]=3)[C:28]2=[O:29])=[O:9])=[CH:4][C:3]=1[C:10]1[N:14]([CH3:15])[N:13]=[CH:12][C:11]=1[Cl:16]. (6) The reactants are Br[C:2]1[N:6]([S:7]([C:10]2[CH:11]=[N:12][CH:13]=[CH:14][CH:15]=2)(=[O:9])=[O:8])[CH:5]=[C:4]([CH2:16][N:17]([CH3:25])[C:18](=[O:24])[O:19][C:20]([CH3:23])([CH3:22])[CH3:21])[CH:3]=1.[F:26][C:27]1[C:32](B(O)O)=[CH:31][CH:30]=[CH:29][N:28]=1.C(=O)([O-])[O-].[Na+].[Na+]. The catalyst is COCCOC.O.C1C=CC([P]([Pd]([P](C2C=CC=CC=2)(C2C=CC=CC=2)C2C=CC=CC=2)([P](C2C=CC=CC=2)(C2C=CC=CC=2)C2C=CC=CC=2)[P](C2C=CC=CC=2)(C2C=CC=CC=2)C2C=CC=CC=2)(C2C=CC=CC=2)C2C=CC=CC=2)=CC=1. The product is [F:26][C:27]1[C:32]([C:2]2[N:6]([S:7]([C:10]3[CH:11]=[N:12][CH:13]=[CH:14][CH:15]=3)(=[O:9])=[O:8])[CH:5]=[C:4]([CH2:16][N:17]([CH3:25])[C:18](=[O:24])[O:19][C:20]([CH3:23])([CH3:22])[CH3:21])[CH:3]=2)=[CH:31][CH:30]=[CH:29][N:28]=1. The yield is 0.690. (7) The reactants are C(N(CC)CC)C.Cl.[F:9][C:10]1[CH:15]=[CH:14][C:13]([S:16]([CH2:19][CH:20]2[CH2:23][NH:22][CH2:21]2)(=[O:18])=[O:17])=[CH:12][CH:11]=1.[F:24][C:25]1[CH:30]=[C:29]([F:31])[CH:28]=[CH:27][C:26]=1[CH:32]1[CH2:34][O:33]1.Cl([O-])(=O)(=O)=O.[Li+]. The catalyst is C(#N)C.O. The product is [F:24][C:25]1[CH:30]=[C:29]([F:31])[CH:28]=[CH:27][C:26]=1[CH:32]([OH:33])[CH2:34][N:22]1[CH2:23][CH:20]([CH2:19][S:16]([C:13]2[CH:14]=[CH:15][C:10]([F:9])=[CH:11][CH:12]=2)(=[O:18])=[O:17])[CH2:21]1. The yield is 0.340. (8) The reactants are [Mg].Br[C:3]1[CH:16]=[CH:15][C:6]([O:7][Si:8]([C:11]([CH3:14])([CH3:13])[CH3:12])([CH3:10])[CH3:9])=[C:5](C)[CH:4]=1.[CH3:18][C:19]([C:21]1[CH:26]=[CH:25][C:24]([F:27])=[C:23]([Br:28])[CH:22]=1)=O. The catalyst is O1CCCC1.BrCCBr. The product is [Br:28][C:23]1[CH:22]=[C:21]([C:19]([C:3]2[CH:4]=[CH:5][C:6]([O:7][Si:8]([C:11]([CH3:12])([CH3:13])[CH3:14])([CH3:9])[CH3:10])=[CH:15][CH:16]=2)=[CH2:18])[CH:26]=[CH:25][C:24]=1[F:27]. The yield is 0.390. (9) The reactants are Br[CH2:2][CH2:3][N:4]1[C:8]([CH2:9]O)=[CH:7][C:6]([N+:11]([O-:13])=[O:12])=[N:5]1.[CH3:14][NH2:15]. The catalyst is C1COCC1. The product is [CH3:14][N:15]1[CH2:2][CH2:3][N:4]2[N:5]=[C:6]([N+:11]([O-:13])=[O:12])[CH:7]=[C:8]2[CH2:9]1. The yield is 0.970. (10) The reactants are Cl[C:2]1[C:11]2[C:6](=[CH:7][CH:8]=[C:9]([C:12]([O:14]C)=[O:13])[CH:10]=2)[N:5]=[C:4]([C:16]([F:19])([F:18])[F:17])[CH:3]=1.C(=O)([O-])[O-].[Cs+].[Cs+].[NH:26]1[CH2:32][CH2:31][CH2:30][C@H:27]1[CH2:28][OH:29].CN(C)C=O. The catalyst is [Cl-].[Na+].O.C([O-])(=O)C.[Pd+2].C([O-])(=O)C.C1C=CC(P(C2C(C3C(P(C4C=CC=CC=4)C4C=CC=CC=4)=CC=C4C=3C=CC=C4)=C3C(C=CC=C3)=CC=2)C2C=CC=CC=2)=CC=1. The product is [OH:29][CH2:28][C@@H:27]1[CH2:30][CH2:31][CH2:32][N:26]1[C:2]1[C:11]2[C:6](=[CH:7][CH:8]=[C:9]([C:12]([OH:14])=[O:13])[CH:10]=2)[N:5]=[C:4]([C:16]([F:19])([F:18])[F:17])[CH:3]=1. The yield is 0.300.